Dataset: Forward reaction prediction with 1.9M reactions from USPTO patents (1976-2016). Task: Predict the product of the given reaction. (1) Given the reactants Br[CH2:2][C:3]1[O:7][N:6]=[C:5]([C:8]([NH:10][C@@H:11]([CH3:28])[CH2:12][N:13]2[CH:17]=[CH:16][C:15]([C:18]3[CH:23]=[C:22]([F:24])[C:21]([C:25]#[N:26])=[C:20]([Cl:27])[CH:19]=3)=[N:14]2)=[O:9])[CH:4]=1.[NH:29]1[CH:33]=[CH:32][N:31]=[CH:30]1, predict the reaction product. The product is: [N:29]1([CH2:2][C:3]2[O:7][N:6]=[C:5]([C:8]([NH:10][C@@H:11]([CH3:28])[CH2:12][N:13]3[CH:17]=[CH:16][C:15]([C:18]4[CH:23]=[C:22]([F:24])[C:21]([C:25]#[N:26])=[C:20]([Cl:27])[CH:19]=4)=[N:14]3)=[O:9])[CH:4]=2)[CH:33]=[CH:32][N:31]=[CH:30]1. (2) Given the reactants [N:1]1([CH2:7][C:8]2[CH:22]=[CH:21][C:11]3[NH:12][C:13]([C:15]4[C:19]([NH2:20])=[CH:18][NH:17][N:16]=4)=[N:14][C:10]=3[CH:9]=2)[CH2:6][CH2:5][O:4][CH2:3][CH2:2]1.C1N=CN([C:28]([N:30]2C=NC=C2)=[O:29])C=1.[F:35][C:36]1[CH:43]=[CH:42][CH:41]=[C:40]([F:44])[C:37]=1[CH2:38]N, predict the reaction product. The product is: [F:35][C:36]1[CH:43]=[CH:42][CH:41]=[C:40]([F:44])[C:37]=1[CH2:38][N:20]([C:19]1[C:15]([C:13]2[NH:12][C:11]3[CH:21]=[CH:22][C:8]([CH2:7][N:1]4[CH2:6][CH2:5][O:4][CH2:3][CH2:2]4)=[CH:9][C:10]=3[N:14]=2)=[N:16][NH:17][CH:18]=1)[C:28]([NH2:30])=[O:29].